This data is from Peptide-MHC class I binding affinity with 185,985 pairs from IEDB/IMGT. The task is: Regression. Given a peptide amino acid sequence and an MHC pseudo amino acid sequence, predict their binding affinity value. This is MHC class I binding data. (1) The peptide sequence is LMANLAPHL. The MHC is HLA-A29:02 with pseudo-sequence HLA-A29:02. The binding affinity (normalized) is 0.242. (2) The peptide sequence is KKTFDHTLMS. The MHC is H-2-Kb with pseudo-sequence H-2-Kb. The binding affinity (normalized) is 0.312. (3) The peptide sequence is APKQKMFSN. The MHC is HLA-A24:02 with pseudo-sequence HLA-A24:02. The binding affinity (normalized) is 0. (4) The peptide sequence is YLLDRGADI. The MHC is HLA-A02:01 with pseudo-sequence HLA-A02:01. The binding affinity (normalized) is 0.801. (5) The peptide sequence is SVSPKLFIR. The MHC is HLA-A33:01 with pseudo-sequence HLA-A33:01. The binding affinity (normalized) is 0.128. (6) The binding affinity (normalized) is 0.452. The peptide sequence is KMFNSVGGA. The MHC is HLA-A02:19 with pseudo-sequence HLA-A02:19.